Dataset: Catalyst prediction with 721,799 reactions and 888 catalyst types from USPTO. Task: Predict which catalyst facilitates the given reaction. (1) Reactant: [CH3:1][O:2][C:3]1[CH:4]=[C:5]([O:21][C:22]2[CH:23]=[N:24][C:25]([S:28]([CH3:31])(=[O:30])=[O:29])=[CH:26][CH:27]=2)[CH:6]=[C:7]2[C:11]=1[NH:10][C:9]([C:12]1[S:13][CH:14]([CH2:17][C:18]([OH:20])=O)[CH2:15][N:16]=1)=[CH:8]2.Cl.C(N=C=NCCCN(C)C)C.ON1C2C=CC=CC=2N=N1.[NH2:54][CH2:55][C@@H:56]([OH:58])[CH3:57]. Product: [OH:58][C@@H:56]([CH3:57])[CH2:55][NH:54][C:18](=[O:20])[CH2:17][CH:14]1[S:13][C:12]([C:9]2[NH:10][C:11]3[C:7]([CH:8]=2)=[CH:6][C:5]([O:21][C:22]2[CH:23]=[N:24][C:25]([S:28]([CH3:31])(=[O:29])=[O:30])=[CH:26][CH:27]=2)=[CH:4][C:3]=3[O:2][CH3:1])=[N:16][CH2:15]1. The catalyst class is: 145. (2) Reactant: Cl.[NH2:2][CH2:3][C:4]1[CH:13]=[CH:12][C:7]([C:8]([O:10][CH3:11])=[O:9])=[CH:6][CH:5]=1.CCN(CC)CC.O.[F:22][C:23]1[CH:28]=[CH:27][C:26]([S:29](Cl)(=[O:31])=[O:30])=[CH:25][CH:24]=1. The catalyst class is: 4. Product: [F:22][C:23]1[CH:28]=[CH:27][C:26]([S:29]([NH:2][CH2:3][C:4]2[CH:5]=[CH:6][C:7]([C:8]([O:10][CH3:11])=[O:9])=[CH:12][CH:13]=2)(=[O:31])=[O:30])=[CH:25][CH:24]=1. (3) Reactant: [OH:1][CH:2]1[CH2:6][CH2:5][N:4]([C:7]([O:9][C:10]([CH3:13])([CH3:12])[CH3:11])=[O:8])[CH2:3]1.N1C=CC=CC=1.[CH3:20][S:21](Cl)(=[O:23])=[O:22]. Product: [C:10]([O:9][C:7]([N:4]1[CH2:5][CH2:6][CH:2]([O:1][S:21]([CH3:20])(=[O:23])=[O:22])[CH2:3]1)=[O:8])([CH3:13])([CH3:12])[CH3:11]. The catalyst class is: 154. (4) The catalyst class is: 106. Product: [F:1][C:2]1[C:7]([F:8])=[CH:6][CH:5]=[CH:4][C:3]=1[C:9]1([OH:14])[CH2:13][CH2:12][N:11]([CH3:15])[CH2:10]1. Reactant: [F:1][C:2]1[C:7]([F:8])=[CH:6][CH:5]=[CH:4][C:3]=1[C:9]1([OH:14])[CH2:13][CH2:12][NH:11][CH2:10]1.[CH2:15]=O. (5) Reactant: C(N(CC)CC)C.[Br:8][C:9]1[CH:10]=[CH:11][C:12]([O:17][CH3:18])=[C:13]([CH2:15][OH:16])[CH:14]=1.[CH3:19][S:20](Cl)(=[O:22])=[O:21]. Product: [CH3:19][S:20]([O:16][CH2:15][C:13]1[CH:14]=[C:9]([Br:8])[CH:10]=[CH:11][C:12]=1[O:17][CH3:18])(=[O:22])=[O:21]. The catalyst class is: 4.